Dataset: Full USPTO retrosynthesis dataset with 1.9M reactions from patents (1976-2016). Task: Predict the reactants needed to synthesize the given product. (1) Given the product [F:36][C:35]([F:38])([F:37])[C:39]([OH:41])=[O:40].[Cl:26][C:16]1[C:15]2[C:20](=[CH:21][C:12]([S:9]([NH:8][C@H:7]([C:6]([OH:34])=[O:5])[CH2:27][C:28]3[CH:33]=[CH:32][CH:31]=[CH:30][CH:29]=3)(=[O:10])=[O:11])=[CH:13][CH:14]=2)[C:19]([NH:22][C:23]([NH2:25])=[NH:24])=[N:18][CH:17]=1, predict the reactants needed to synthesize it. The reactants are: C([O:5][C:6](=[O:34])[C@H:7]([CH2:27][C:28]1[CH:33]=[CH:32][CH:31]=[CH:30][CH:29]=1)[NH:8][S:9]([C:12]1[CH:21]=[C:20]2[C:15]([C:16]([Cl:26])=[CH:17][N:18]=[C:19]2[NH:22][C:23]([NH2:25])=[NH:24])=[CH:14][CH:13]=1)(=[O:11])=[O:10])(C)(C)C.[C:35]([C:39]([OH:41])=[O:40])([F:38])([F:37])[F:36]. (2) Given the product [Br:8][C:9]1[CH:10]=[CH:11][C:12]([C@H:15]([C:23]2[CH:28]=[CH:27][CH:26]=[CH:25][C:24]=2[CH3:29])[CH2:16][C:17](=[O:18])[CH2:1][C:2]2[CH:7]=[CH:6][N:5]=[CH:4][CH:3]=2)=[CH:13][CH:14]=1, predict the reactants needed to synthesize it. The reactants are: [CH3:1][C:2]1[CH:7]=[CH:6][N:5]=[CH:4][CH:3]=1.[Br:8][C:9]1[CH:14]=[CH:13][C:12]([C@H:15]([C:23]2[CH:28]=[CH:27][CH:26]=[CH:25][C:24]=2[CH3:29])[CH2:16][C:17](N(OC)C)=[O:18])=[CH:11][CH:10]=1.C([O-])(O)=O.[Na+].